Predict the product of the given reaction. From a dataset of Forward reaction prediction with 1.9M reactions from USPTO patents (1976-2016). (1) The product is: [S:28]1[CH2:27][CH2:26][CH:25]([N:10]2[C:11]3[CH:24]=[CH:23][CH:22]=[CH:21][C:12]=3[NH:13][C:9]2=[O:8])[CH2:30][CH2:29]1. Given the reactants C(C(O)=O)(F)(F)F.[O:8]=[C:9]1[N:13](C(OC(C)(C)C)=O)[C:12]2[CH:21]=[CH:22][CH:23]=[CH:24][C:11]=2[N:10]1[CH:25]1[CH2:30][CH2:29][S:28][CH2:27][CH2:26]1, predict the reaction product. (2) Given the reactants [CH2:1]([C:3]1[CH:4]=[C:5]([OH:10])[CH:6]=[C:7]([OH:9])[CH:8]=1)[CH3:2].[CH:11](OCC)(OCC)[O:12]CC.[Al+3].[Cl-].[Cl-].[Cl-].Cl, predict the reaction product. The product is: [CH2:1]([C:3]1[CH:8]=[C:7]([OH:9])[CH:6]=[C:5]([OH:10])[C:4]=1[CH:11]=[O:12])[CH3:2].